Predict which catalyst facilitates the given reaction. From a dataset of Catalyst prediction with 721,799 reactions and 888 catalyst types from USPTO. (1) Reactant: [F:1][C:2]([F:32])([F:31])[C:3]1[CH:26]=[C:25]([C:27]([F:30])([F:29])[F:28])[CH:24]=[CH:23][C:4]=1[CH2:5][O:6][C:7]1[CH:12]=[CH:11][C:10](/[CH:13]=[C:14]2/[C:15](=S)[NH:16][C:17](=[O:19])[S:18]/2)=[CH:9][C:8]=1[O:21][CH3:22].[CH2:33]([NH2:40])[C:34]1[CH:39]=[CH:38][CH:37]=[CH:36][CH:35]=1. Product: [CH2:33]([NH:40][C:15]1=[N:16][C:17](=[O:19])[S:18]/[C:14]/1=[CH:13]\[C:10]1[CH:11]=[CH:12][C:7]([O:6][CH2:5][C:4]2[CH:23]=[CH:24][C:25]([C:27]([F:30])([F:28])[F:29])=[CH:26][C:3]=2[C:2]([F:31])([F:32])[F:1])=[C:8]([O:21][CH3:22])[CH:9]=1)[C:34]1[CH:39]=[CH:38][CH:37]=[CH:36][CH:35]=1. The catalyst class is: 5. (2) Reactant: [CH2:1]([N:8]1[CH:14]2[CH2:15][CH2:16][CH:9]1[CH:10]1[N:17](C)[CH:13]2[CH2:12][CH2:11]1)C1C=CC=CC=1.[H][H]. Product: [CH3:1][N:8]1[CH:14]2[CH2:15][CH2:16][CH:9]1[CH:10]1[NH:17][CH:13]2[CH2:12][CH2:11]1. The catalyst class is: 50.